Predict the reaction yield, written as a fraction of the theoretical maximum amount of product (1.0 means a 100% yield; for example, 0.34 means a 34% yield). From a dataset of Reaction yield outcomes from USPTO patents with 853,638 reactions. (1) The reactants are [Cl:1][C:2]1[C:16]([F:17])=[CH:15][CH:14]=[C:13]([Cl:18])[C:3]=1[CH2:4][O:5][C:6]1[C:7]([NH2:12])=[N:8][CH:9]=[CH:10][CH:11]=1.[Br:19]N1C(=O)CCC1=O. The yield is 0.510. The product is [Br:19][C:10]1[CH:11]=[C:6]([O:5][CH2:4][C:3]2[C:13]([Cl:18])=[CH:14][CH:15]=[C:16]([F:17])[C:2]=2[Cl:1])[C:7]([NH2:12])=[N:8][CH:9]=1. The catalyst is C(#N)C. (2) The reactants are C(OC([NH:8][CH2:9][C:10]1[N:11]([CH2:33][CH:34]([CH3:36])[CH3:35])[C:12](=[O:32])[C:13]2[C:18]([C:19]=1[C:20]1[CH:25]=[CH:24][C:23]([Cl:26])=[CH:22][CH:21]=1)=[CH:17][C:16](/[CH:27]=[CH:28]/[C:29]([NH2:31])=[O:30])=[CH:15][CH:14]=2)=O)(C)(C)C. The catalyst is Cl.C(OCC)(=O)C. The product is [ClH:26].[NH2:8][CH2:9][C:10]1[N:11]([CH2:33][CH:34]([CH3:36])[CH3:35])[C:12](=[O:32])[C:13]2[C:18]([C:19]=1[C:20]1[CH:21]=[CH:22][C:23]([Cl:26])=[CH:24][CH:25]=1)=[CH:17][C:16](/[CH:27]=[CH:28]/[C:29]([NH2:31])=[O:30])=[CH:15][CH:14]=2. The yield is 0.923. (3) The reactants are [CH:1]1([N:5]([CH3:13])[CH2:6]/[CH:7]=[CH:8]/[C:9]([O:11]C)=[O:10])[CH2:4][CH2:3][CH2:2]1.O[Li].O.[ClH:17]. The catalyst is C1COCC1.O. The product is [ClH:17].[CH:1]1([N:5]([CH3:13])[CH2:6]/[CH:7]=[CH:8]/[C:9]([OH:11])=[O:10])[CH2:2][CH2:3][CH2:4]1. The yield is 0.970. (4) The reactants are [Br:1][C:2]1[C:3]([Cl:12])=[N:4][C:5]([CH3:11])=[C:6]([N+:8]([O-])=O)[CH:7]=1.CC(O)=O. The catalyst is CCO.[Fe]. The product is [Br:1][C:2]1[CH:7]=[C:6]([NH2:8])[C:5]([CH3:11])=[N:4][C:3]=1[Cl:12]. The yield is 0.860. (5) The product is [C:11]([O:10][C:8]([N:4]1[CH2:5][CH2:6][CH2:7][C:2]([CH3:1])([C:15]([OH:17])=[O:16])[CH2:3]1)=[O:9])([CH3:14])([CH3:12])[CH3:13]. The yield is 0.980. The catalyst is C1COCC1.CO. The reactants are [CH3:1][C:2]1([C:15]([O:17]CC)=[O:16])[CH2:7][CH2:6][CH2:5][N:4]([C:8]([O:10][C:11]([CH3:14])([CH3:13])[CH3:12])=[O:9])[CH2:3]1.[OH-].[Li+].Cl.